Dataset: Full USPTO retrosynthesis dataset with 1.9M reactions from patents (1976-2016). Task: Predict the reactants needed to synthesize the given product. (1) Given the product [CH3:1][O:2][C:3]1[CH:32]=[C:31]([O:33][CH3:34])[CH:30]=[CH:29][C:4]=1[CH2:5][N:6]1[C:15]2[CH:14]=[C:13]([C:69]3[C:70]([O:76][CH2:77][CH3:78])=[N:71][CH:72]=[CH:73][C:74]=3[CH3:75])[CH:12]=[CH:11][C:10]=2[C:9]2[N:19]([CH:22]3[CH2:27][CH2:26][O:25][CH2:24][CH2:23]3)[N:20]=[CH:21][C:8]=2[C:7]1=[O:28], predict the reactants needed to synthesize it. The reactants are: [CH3:1][O:2][C:3]1[CH:32]=[C:31]([O:33][CH3:34])[CH:30]=[CH:29][C:4]=1[CH2:5][N:6]1[C:15]2[CH:14]=[C:13](B(O)O)[CH:12]=[CH:11][C:10]=2[C:9]2[N:19]([CH:22]3[CH2:27][CH2:26][O:25][CH2:24][CH2:23]3)[N:20]=[CH:21][C:8]=2[C:7]1=[O:28].FC1C=C(C2C(OC)=NC(C)=CC=2C)C=CC=1C1N(C2CCOCC2)N=CC=1C(OCC)=O.Br[C:69]1[C:70]([O:76][CH2:77][CH3:78])=[N:71][CH:72]=[CH:73][C:74]=1[CH3:75].C(=O)([O-])[O-].[Cs+].[Cs+]. (2) Given the product [N+:1]([C:4]1[CH:9]=[CH:8][C:7]([C@@H:10]([CH3:13])[CH2:11][N:18]2[C:14](=[O:24])[C:15]3[C:16](=[CH:20][CH:21]=[CH:22][CH:23]=3)[C:17]2=[O:19])=[CH:6][CH:5]=1)([O-:3])=[O:2], predict the reactants needed to synthesize it. The reactants are: [N+:1]([C:4]1[CH:9]=[CH:8][C:7]([C@@H:10]([CH3:13])[CH2:11]O)=[CH:6][CH:5]=1)([O-:3])=[O:2].[C:14]1(=[O:24])[NH:18][C:17](=[O:19])[C:16]2=[CH:20][CH:21]=[CH:22][CH:23]=[C:15]12.C1(P(C2C=CC=CC=2)C2C=CC=CC=2)C=CC=CC=1.CCOC(/N=N/C(OCC)=O)=O. (3) Given the product [NH:1]([C:16]([O:18][C:19]([CH3:22])([CH3:21])[CH3:20])=[O:17])[C@@H:2]([C:13]([NH:23][C@H:24]([C:35]([O:37][CH3:38])=[O:36])[CH2:25][C:26]1[CH:27]=[CH:28][C:29]([N+:32]([O-:34])=[O:33])=[CH:30][CH:31]=1)=[O:15])[CH2:3][C:4]1[CH:5]=[CH:6][C:7]([N+:10]([O-:12])=[O:11])=[CH:8][CH:9]=1, predict the reactants needed to synthesize it. The reactants are: [NH:1]([C:16]([O:18][C:19]([CH3:22])([CH3:21])[CH3:20])=[O:17])[C@@H:2]([C:13]([OH:15])=O)[CH2:3][C:4]1[CH:9]=[CH:8][C:7]([N+:10]([O-:12])=[O:11])=[CH:6][CH:5]=1.[NH2:23][C@H:24]([C:35]([O:37][CH3:38])=[O:36])[CH2:25][C:26]1[CH:31]=[CH:30][C:29]([N+:32]([O-:34])=[O:33])=[CH:28][CH:27]=1.Cl.C1CN([P+](ON2N=NC3C=CC=CC2=3)(N2CCCC2)N2CCCC2)CC1.F[P-](F)(F)(F)(F)F.CCN(C(C)C)C(C)C. (4) The reactants are: [CH:1]([NH:4][N:5]1[C:17]2[C:16]3[CH:15]=[CH:14][CH:13]=[CH:12][C:11]=3[N:10]=[CH:9][C:8]=2[N:7]=[C:6]1[CH3:18])([CH3:3])[CH3:2].C1C=C(Cl)C=C(C(OO)=[O:27])C=1.C([O-])([O-])=O.[Na+].[Na+]. Given the product [CH:1]([NH:4][N:5]1[C:17]2[C:16]3[CH:15]=[CH:14][CH:13]=[CH:12][C:11]=3[N+:10]([O-:27])=[CH:9][C:8]=2[N:7]=[C:6]1[CH3:18])([CH3:3])[CH3:2], predict the reactants needed to synthesize it. (5) Given the product [F:1][C:2]([F:7])([F:6])[C:3]([OH:5])=[O:4].[F:1][C:2]([F:7])([F:6])[C:3]([OH:5])=[O:4].[Cl:8][C:9]1[C:10]([O:32][C:33]2[CH:38]=[C:37]([C:39]([F:40])([F:42])[F:41])[C:36]([F:43])=[CH:35][C:34]=2[C:44]2[CH:49]=[CH:48][N:47]=[N:46][CH:45]=2)=[CH:11][C:12]([F:31])=[C:13]([S:15]([NH:18][C:26]2[N:27]=[CH:28][S:29][CH:30]=2)(=[O:17])=[O:16])[CH:14]=1, predict the reactants needed to synthesize it. The reactants are: [F:1][C:2]([F:7])([F:6])[C:3]([OH:5])=[O:4].[Cl:8][C:9]1[C:10]([O:32][C:33]2[CH:38]=[C:37]([C:39]([F:42])([F:41])[F:40])[C:36]([F:43])=[CH:35][C:34]=2[C:44]2[CH:49]=[CH:48][N:47]=[N:46][CH:45]=2)=[CH:11][C:12]([F:31])=[C:13]([S:15]([N:18]([C:26]2[N:27]=[CH:28][S:29][CH:30]=2)C(=O)OC(C)(C)C)(=[O:17])=[O:16])[CH:14]=1.